This data is from Choline transporter screen with 302,306 compounds. The task is: Binary Classification. Given a drug SMILES string, predict its activity (active/inactive) in a high-throughput screening assay against a specified biological target. The compound is S=c1n(c2ccc(NC(=O)C)cc2)cc([nH]1)c1ccccc1. The result is 0 (inactive).